The task is: Predict the product of the given reaction.. This data is from Forward reaction prediction with 1.9M reactions from USPTO patents (1976-2016). Given the reactants [CH2:1]([N:5]([CH2:26][CH2:27][CH2:28][CH3:29])[C:6]1[CH:11]=[CH:10][C:9]([CH:12]=[CH:13][C:14]2[C:21]([CH3:22])=[CH:20][C:17]([CH:18]=O)=[C:16]([CH3:23])[CH:15]=2)=[C:8]([O:24][CH3:25])[CH:7]=1)[CH2:2][CH2:3][CH3:4].[C:30]([C:32]1[C:33](=[C:40]([C:43]#[N:44])[C:41]#[N:42])[O:34][C:35]([CH3:39])([CH3:38])[C:36]=1[CH3:37])#[N:31].C([O-])(=O)C.[NH4+], predict the reaction product. The product is: [CH2:26]([N:5]([CH2:1][CH2:2][CH2:3][CH3:4])[C:6]1[CH:11]=[CH:10][C:9]([CH:12]=[CH:13][C:14]2[C:21]([CH3:22])=[CH:20][C:17]([CH:18]=[CH:37][C:36]3[C:35]([CH3:38])([CH3:39])[O:34][C:33](=[C:40]([C:41]#[N:42])[C:43]#[N:44])[C:32]=3[C:30]#[N:31])=[C:16]([CH3:23])[CH:15]=2)=[C:8]([O:24][CH3:25])[CH:7]=1)[CH2:27][CH2:28][CH3:29].